Dataset: Forward reaction prediction with 1.9M reactions from USPTO patents (1976-2016). Task: Predict the product of the given reaction. Given the reactants [CH2:1]([C:3]1[CH:4]=[N:5][C:6]([NH:9][CH2:10][CH2:11][C:12]2[CH:17]=[CH:16][C:15]([O:18][CH3:19])=[C:14]([CH3:20])[CH:13]=2)=[N:7][CH:8]=1)[CH3:2].[F:21][C:22]([F:33])([F:32])[O:23][C:24]1[CH:31]=[CH:30][C:27]([CH2:28]Br)=[CH:26][CH:25]=1.[H-].[Na+], predict the reaction product. The product is: [CH2:1]([C:3]1[CH:4]=[N:5][C:6]([N:9]([CH2:10][CH2:11][C:12]2[CH:17]=[CH:16][C:15]([O:18][CH3:19])=[C:14]([CH3:20])[CH:13]=2)[CH2:28][C:27]2[CH:30]=[CH:31][C:24]([O:23][C:22]([F:21])([F:32])[F:33])=[CH:25][CH:26]=2)=[N:7][CH:8]=1)[CH3:2].